Dataset: Reaction yield outcomes from USPTO patents with 853,638 reactions. Task: Predict the reaction yield, written as a fraction of the theoretical maximum amount of product (1.0 means a 100% yield; for example, 0.34 means a 34% yield). (1) The reactants are [F:1][C:2]([F:15])([F:14])[C:3]1[CH:8]=[CH:7][C:6](/[CH:9]=[CH:10]/[C:11]([NH2:13])=[O:12])=[CH:5][CH:4]=1.Cl[CH2:17][C:18]([CH2:20]Cl)=O.C1(C)C=CC=CC=1.C(=O)([O-])[O-:30].[K+].[K+]. The catalyst is O.C(OCC)(=O)C.CN(C=O)C. The product is [OH:30][CH2:17][C:18]1[N:13]=[C:11](/[CH:10]=[CH:9]/[C:6]2[CH:5]=[CH:4][C:3]([C:2]([F:14])([F:15])[F:1])=[CH:8][CH:7]=2)[O:12][CH:20]=1. The yield is 0.620. (2) The reactants are [OH:1][C@@H](C1N([C@@H]2CO[C@@H](CC#N)CC2)C2=C3SC=CC3=NC=C2N=1)C.[OH:25][C@@H:26]([C:28]1[N:39]([C@@H:40]2[CH2:45][O:44][C@H:43]([CH2:46][C:47]#[N:48])[CH2:42][CH2:41]2)[C:31]2=[C:32]3[S:38][CH:37]=[CH:36][C:33]3=[N:34][CH:35]=[C:30]2[N:29]=1)[CH3:27].CC(C)([O-])C.[K+].C1COCC1.Cl. The catalyst is CC(O)C. The product is [OH2:1].[OH:25][C@@H:26]([C:28]1[N:39]([C@@H:40]2[CH2:45][O:44][C@@H:43]([CH2:46][C:47]#[N:48])[CH2:42][CH2:41]2)[C:31]2=[C:32]3[S:38][CH:37]=[CH:36][C:33]3=[N:34][CH:35]=[C:30]2[N:29]=1)[CH3:27]. The yield is 0.780. (3) The reactants are [CH:1]1([N:7]2[CH2:11][CH2:10][CH:9]([CH2:12][C:13]3[CH:22]=[C:21]4[C:16]([CH:17]=[CH:18][C:19]([C:23]5[CH:32]=[CH:31][C:26]([C:27]([O:29]C)=[O:28])=[CH:25][CH:24]=5)=[CH:20]4)=[CH:15][CH:14]=3)[C:8]2=[O:33])[CH2:6][CH2:5][CH2:4][CH2:3][CH2:2]1.O[Li].O.O1CCOCC1.Cl. The catalyst is O. The product is [CH:1]1([N:7]2[CH2:11][CH2:10][CH:9]([CH2:12][C:13]3[CH:22]=[C:21]4[C:16]([CH:17]=[CH:18][C:19]([C:23]5[CH:24]=[CH:25][C:26]([C:27]([OH:29])=[O:28])=[CH:31][CH:32]=5)=[CH:20]4)=[CH:15][CH:14]=3)[C:8]2=[O:33])[CH2:2][CH2:3][CH2:4][CH2:5][CH2:6]1. The yield is 0.720. (4) The reactants are C1N=CN(C(N2C=NC=C2)=O)C=1.[C:13](O)(=[O:16])[C:14]#[CH:15].[C:18]([O:21][CH2:22][CH2:23][C:24]1[CH:29]=[C:28]([F:30])[C:27]([NH:31][C:32]([NH2:44])=[CH:33][C:34]([C:36]2[CH:41]=[CH:40][C:39]([F:42])=[CH:38][C:37]=2[F:43])=[O:35])=[C:26]([F:45])[CH:25]=1)(=[O:20])[CH3:19]. The catalyst is C1COCC1. The product is [C:18]([O:21][CH2:22][CH2:23][C:24]1[CH:25]=[C:26]([F:45])[C:27]([N:31]2[C:32]([NH2:44])=[C:33]([C:34](=[O:35])[C:36]3[CH:41]=[CH:40][C:39]([F:42])=[CH:38][C:37]=3[F:43])[CH:15]=[CH:14][C:13]2=[O:16])=[C:28]([F:30])[CH:29]=1)(=[O:20])[CH3:19]. The yield is 0.370.